Dataset: Full USPTO retrosynthesis dataset with 1.9M reactions from patents (1976-2016). Task: Predict the reactants needed to synthesize the given product. (1) Given the product [C:24]([C:12]1[CH:11]=[C:10]2[C:15]([C:7]([C:5]([OH:28])=[O:6])=[CH:8][NH:9]2)=[CH:14][C:13]=1[C:16]1[CH:17]=[CH:18][C:19]([O:22][CH3:23])=[CH:20][CH:21]=1)#[N:25], predict the reactants needed to synthesize it. The reactants are: Cl([O-])=O.[Na+].[CH:5]([C:7]1[C:15]2[C:10](=[CH:11][C:12]([C:24]#[N:25])=[C:13]([C:16]3[CH:21]=[CH:20][C:19]([O:22][CH3:23])=[CH:18][CH:17]=3)[CH:14]=2)[NH:9][CH:8]=1)=[O:6].O.P([O-])([O-])([O-])=[O:28].[Na+].[Na+].[Na+].OO.S([O-])([O-])=O.[Na+].[Na+].Cl. (2) The reactants are: C([O:3][C:4](=[O:21])[CH:5]=[CH:6][CH:7]=[CH:8][CH2:9][CH:10]([O:19][CH3:20])[C:11]1[CH:16]=[CH:15][C:14]([O:17][CH3:18])=[CH:13][CH:12]=1)C.[Li+].[OH-]. Given the product [CH3:20][O:19][CH:10]([C:11]1[CH:16]=[CH:15][C:14]([O:17][CH3:18])=[CH:13][CH:12]=1)[CH2:9][CH:8]=[CH:7][CH:6]=[CH:5][C:4]([OH:21])=[O:3], predict the reactants needed to synthesize it. (3) Given the product [O:1]1[CH2:6][CH2:5][CH2:4][CH2:3][CH:2]1[N:7]1[CH:11]=[C:10]([C:22]2[CH:23]=[C:24]3[C:28](=[CH:29][CH:30]=2)[N:27]([CH2:31][CH:32]2[CH2:33][CH2:34][N:35]([C:37]([O:39][CH2:40][C:41]4[CH:46]=[CH:45][CH:44]=[CH:43][CH:42]=4)=[O:38])[CH2:36]2)[CH:26]=[CH:25]3)[CH:9]=[N:8]1, predict the reactants needed to synthesize it. The reactants are: [O:1]1[CH2:6][CH2:5][CH2:4][CH2:3][CH:2]1[N:7]1[CH:11]=[C:10](B2OC(C)(C)C(C)(C)O2)[CH:9]=[N:8]1.Br[C:22]1[CH:23]=[C:24]2[C:28](=[CH:29][CH:30]=1)[N:27]([CH2:31][CH:32]1[CH2:36][N:35]([C:37]([O:39][CH2:40][C:41]3[CH:46]=[CH:45][CH:44]=[CH:43][CH:42]=3)=[O:38])[CH2:34][CH2:33]1)[CH:26]=[CH:25]2.C(=O)([O-])[O-].[Cs+].[Cs+]. (4) Given the product [CH2:4]([O:6][C:7]([C:8]1[C:9]2[CH2:15][CH2:14][CH2:13][CH2:12][CH2:11][C:10]=2[NH:3][N:2]=1)=[O:18])[CH3:5], predict the reactants needed to synthesize it. The reactants are: O.[NH2:2][NH2:3].[CH2:4]([O:6][C:7](=[O:18])[C:8](=O)[CH:9]1[CH2:15][CH2:14][CH2:13][CH2:12][CH2:11][C:10]1=O)[CH3:5]. (5) Given the product [NH2:17][CH:15]1[CH2:14][CH:13]([O:12][C:10]2[C:11]3[C:3]([C:1]#[N:2])=[CH:4][N:5]([CH2:32][O:33][CH2:34][CH2:35][Si:36]([CH3:39])([CH3:38])[CH3:37])[C:6]=3[N:7]=[C:8]([NH:25][C:26]3[CH:27]=[N:28][N:29]([CH3:31])[CH:30]=3)[N:9]=2)[CH2:16]1, predict the reactants needed to synthesize it. The reactants are: [C:1]([C:3]1[C:11]2[C:10]([O:12][CH:13]3[CH2:16][CH:15]([NH:17]C(=O)OC(C)(C)C)[CH2:14]3)=[N:9][C:8]([NH:25][C:26]3[CH:27]=[N:28][N:29]([CH3:31])[CH:30]=3)=[N:7][C:6]=2[N:5]([CH2:32][O:33][CH2:34][CH2:35][Si:36]([CH3:39])([CH3:38])[CH3:37])[CH:4]=1)#[N:2].Cl. (6) The reactants are: [NH2:1][CH2:2][CH2:3][N:4]1[C:12]([C:13](OCC)=[O:14])=[CH:11][C:10]2[CH:9]3[CH2:18][CH:6]([CH2:7][CH2:8]3)[C:5]1=2.C[O-].[Na+]. Given the product [CH:6]12[CH2:18][CH:9]([CH2:8][CH2:7]1)[C:10]1[CH:11]=[C:12]3[N:4]([CH2:3][CH2:2][NH:1][C:13]3=[O:14])[C:5]2=1, predict the reactants needed to synthesize it. (7) Given the product [CH2:19]([C:20]1([C:28]2[CH:29]=[CH:30][C:31]([NH:34]/[CH:35]=[C:3]3\[C:4](=[O:16])[NH:5][C:6]4[C:14]\3=[C:13]3[S:12][CH:11]=[N:10][C:9]3=[CH:8][CH:7]=4)=[CH:32][CH:33]=2)[CH2:21][CH2:22][C:23](=[O:24])[NH:25][C:26]1=[O:27])[CH3:18], predict the reactants needed to synthesize it. The reactants are: CN(C)[CH:3]1[C:14]2[C:6](=[CH:7][CH:8]=[C:9]3[C:13]=2[S:12](=C)[CH:11]=[N:10]3)[NH:5][C:4]1=[O:16].[CH3:18][CH2:19][C:20]1([C:28]2[CH:33]=[CH:32][C:31]([NH2:34])=[CH:30][CH:29]=2)[C:26](=[O:27])[NH:25][C:23](=[O:24])[CH2:22][CH2:21]1.[CH2:35](O)C. (8) Given the product [CH3:10][N:8]1[CH:9]=[C:5]([S:2](=[O:4])(=[O:3])[NH:44][CH2:43][C:42]([F:46])([F:45])[F:41])[CH:6]=[C:7]1[C:11]([O:13][CH3:14])=[O:12], predict the reactants needed to synthesize it. The reactants are: Cl[S:2]([C:5]1[CH:6]=[C:7]([C:11]([O-:13])=[O:12])[N:8]([CH3:10])[CH:9]=1)(=[O:4])=[O:3].[CH3:14]N1C=C(S(=O)(=O)NC2(C)COC2)C=C1C(O)=O.CCN(C(C)C)C(C)C.[F:41][C:42]([F:46])([F:45])[CH2:43][NH2:44]. (9) Given the product [CH2:1]([N:5]1[C:13]2[C:8](=[CH:9][CH:10]=[C:11]([C:14]([O:16][CH3:17])=[O:15])[CH:12]=2)[CH2:7][CH2:6]1)[CH2:2][CH2:3][CH3:4], predict the reactants needed to synthesize it. The reactants are: [CH2:1]([N:5]1[C:13]2[C:8](=[CH:9][CH:10]=[C:11]([C:14]([O:16][CH3:17])=[O:15])[CH:12]=2)[CH:7]=[CH:6]1)[CH2:2][CH2:3][CH3:4].C([BH3-])#N.[Na+].